Dataset: NCI-60 drug combinations with 297,098 pairs across 59 cell lines. Task: Regression. Given two drug SMILES strings and cell line genomic features, predict the synergy score measuring deviation from expected non-interaction effect. (1) Drug 1: CC(C)NC(=O)C1=CC=C(C=C1)CNNC.Cl. Drug 2: CC12CCC3C(C1CCC2OP(=O)(O)O)CCC4=C3C=CC(=C4)OC(=O)N(CCCl)CCCl.[Na+]. Cell line: LOX IMVI. Synergy scores: CSS=25.9, Synergy_ZIP=-2.05, Synergy_Bliss=5.09, Synergy_Loewe=3.87, Synergy_HSA=4.09. (2) Drug 1: CC=C1C(=O)NC(C(=O)OC2CC(=O)NC(C(=O)NC(CSSCCC=C2)C(=O)N1)C(C)C)C(C)C. Drug 2: COC1=C2C(=CC3=C1OC=C3)C=CC(=O)O2. Cell line: A549. Synergy scores: CSS=63.3, Synergy_ZIP=4.61, Synergy_Bliss=1.31, Synergy_Loewe=-54.1, Synergy_HSA=-0.344. (3) Drug 1: CC(C1=C(C=CC(=C1Cl)F)Cl)OC2=C(N=CC(=C2)C3=CN(N=C3)C4CCNCC4)N. Drug 2: CN1CCC(CC1)COC2=C(C=C3C(=C2)N=CN=C3NC4=C(C=C(C=C4)Br)F)OC. Cell line: HOP-92. Synergy scores: CSS=23.2, Synergy_ZIP=-5.81, Synergy_Bliss=-0.543, Synergy_Loewe=0.561, Synergy_HSA=1.24.